This data is from Full USPTO retrosynthesis dataset with 1.9M reactions from patents (1976-2016). The task is: Predict the reactants needed to synthesize the given product. Given the product [Br:2][CH2:3][CH2:4][CH2:5][NH:6][C:7](=[O:8])[O:9][C:10]([CH3:13])([CH3:12])[CH3:11], predict the reactants needed to synthesize it. The reactants are: Br.[Br:2][CH2:3][CH2:4][CH2:5][NH2:6].[C:7](O[C:7]([O:9][C:10]([CH3:13])([CH3:12])[CH3:11])=[O:8])([O:9][C:10]([CH3:13])([CH3:12])[CH3:11])=[O:8].C(N(CC)CC)C.